This data is from Full USPTO retrosynthesis dataset with 1.9M reactions from patents (1976-2016). The task is: Predict the reactants needed to synthesize the given product. (1) The reactants are: [I:1][C:2]1[C:3]([O:23][CH3:24])=[CH:4][C:5]([CH:20]([CH3:22])[CH3:21])=[C:6]([CH:19]=1)[O:7][C:8](=[CH:11]NC1C=CC=CC=1)[C:9]#[N:10].[CH3:25][C:26]1([CH3:36])[O:31][CH2:30][CH:29]([NH:32][C:33]([NH2:35])=[NH:34])[CH2:28][O:27]1.C(=O)([O-])[O-].[K+].[K+]. Given the product [CH3:25][C:26]1([CH3:36])[O:27][CH2:28][CH:29]([NH:32][C:33]2[N:35]=[C:9]([NH2:10])[C:8]([O:7][C:6]3[CH:19]=[C:2]([I:1])[C:3]([O:23][CH3:24])=[CH:4][C:5]=3[CH:20]([CH3:22])[CH3:21])=[CH:11][N:34]=2)[CH2:30][O:31]1, predict the reactants needed to synthesize it. (2) Given the product [F:3][C:4]1[CH:9]=[C:8]([I:10])[CH:7]=[CH:6][C:5]=1[NH:11][C:12]1[CH:13]=[N:14][CH:15]=[C:16]([C:27]2[CH:32]=[CH:31][CH:30]=[CH:29][C:28]=2[F:33])[C:17]=1[C:18]1[N:19]=[N:20][NH:21][CH:22]=1, predict the reactants needed to synthesize it. The reactants are: [OH-].[Na+].[F:3][C:4]1[CH:9]=[C:8]([I:10])[CH:7]=[CH:6][C:5]=1[NH:11][C:12]1[CH:13]=[N:14][CH:15]=[C:16]([C:27]2[CH:32]=[CH:31][CH:30]=[CH:29][C:28]=2[F:33])[C:17]=1[C:18]1[N:19]=[N:20][NH:21][C:22]=1[Si](C)(C)C. (3) Given the product [C:1]([O:5][C:6]([NH:8][C@@H:9]1[CH2:12][N:11]([C:16]2[S:17][C:18]([C:22]([O:24][CH2:25][CH3:26])=[O:23])=[C:19]([CH3:21])[N:20]=2)[C@H:10]1[CH2:13][CH3:14])=[O:7])([CH3:4])([CH3:3])[CH3:2], predict the reactants needed to synthesize it. The reactants are: [C:1]([O:5][C:6]([NH:8][C@@H:9]1[CH2:12][NH:11][C@H:10]1[CH2:13][CH3:14])=[O:7])([CH3:4])([CH3:3])[CH3:2].Br[C:16]1[S:17][C:18]([C:22]([O:24][CH2:25][CH3:26])=[O:23])=[C:19]([CH3:21])[N:20]=1.C(N(C(C)C)CC)(C)C. (4) Given the product [CH3:28][O:27][C:23]1[CH:22]=[C:20]([NH:21][C:2]2[CH:7]=[N:6][CH:5]=[C:4]([O:8][C:9]3[CH:14]=[CH:13][CH:12]=[C:11]([Cl:15])[CH:10]=3)[N:3]=2)[CH:19]=[C:18]([O:17][CH3:16])[C:24]=1[O:25][CH3:26], predict the reactants needed to synthesize it. The reactants are: Cl[C:2]1[CH:7]=[N:6][CH:5]=[C:4]([O:8][C:9]2[CH:14]=[CH:13][CH:12]=[C:11]([Cl:15])[CH:10]=2)[N:3]=1.[CH3:16][O:17][C:18]1[CH:19]=[C:20]([CH:22]=[C:23]([O:27][CH3:28])[C:24]=1[O:25][CH3:26])[NH2:21]. (5) Given the product [CH3:22][NH:23][C:24](=[O:29])[C:25]([CH3:27])([N:12]1[CH:13]=[C:9]([B:4]2[O:5][C:6]([CH3:7])([CH3:8])[C:2]([CH3:14])([CH3:1])[O:3]2)[CH:10]=[N:11]1)[CH3:26], predict the reactants needed to synthesize it. The reactants are: [CH3:1][C:2]1([CH3:14])[C:6]([CH3:8])([CH3:7])[O:5][B:4]([C:9]2[CH:10]=[N:11][NH:12][CH:13]=2)[O:3]1.CN(C)C=O.[H-].[Na+].[CH3:22][NH:23][C:24](=[O:29])[C:25](Br)([CH3:27])[CH3:26]. (6) Given the product [Cl:21][C:19]1[C:18]([C:22]([F:24])([F:23])[F:25])=[CH:17][N:16]=[C:15]([C:8]2[C:7]([O:12][CH3:13])=[N:6][C:5]([P:2]([CH3:4])([CH3:1])=[O:3])=[CH:10][N:9]=2)[N:20]=1, predict the reactants needed to synthesize it. The reactants are: [CH3:1][P:2]([C:5]1[N:6]=[C:7]([O:12][CH3:13])[C:8](N)=[N:9][CH:10]=1)([CH3:4])=[O:3].Cl[C:15]1[N:20]=[C:19]([Cl:21])[C:18]([C:22]([F:25])([F:24])[F:23])=[CH:17][N:16]=1.